From a dataset of Catalyst prediction with 721,799 reactions and 888 catalyst types from USPTO. Predict which catalyst facilitates the given reaction. (1) Reactant: [C:1]([C:3]1[CH:8]=[CH:7][C:6]([CH:9]2[CH2:12][N:11]([C:13]([C:15]3[C:16]([CH3:28])=[CH:17][C:18]([CH:24]4[CH2:27][CH2:26][CH2:25]4)=[C:19]([CH:23]=3)[C:20]([NH2:22])=O)=[O:14])[CH2:10]2)=[CH:5][CH:4]=1)#[N:2].CO[C:31](OC)([N:33](C)C)[CH3:32].C(O)(=O)C.O.[NH2:43]N. Product: [CH:24]1([C:18]2[C:19]([C:20]3[NH:33][C:31]([CH3:32])=[N:43][N:22]=3)=[CH:23][C:15]([C:13]([N:11]3[CH2:12][CH:9]([C:6]4[CH:7]=[CH:8][C:3]([C:1]#[N:2])=[CH:4][CH:5]=4)[CH2:10]3)=[O:14])=[C:16]([CH3:28])[CH:17]=2)[CH2:27][CH2:26][CH2:25]1. The catalyst class is: 135. (2) Reactant: [CH3:1][O:2][C:3]1[CH:4]=[CH:5][C:6]2[C:12]3[C:13]([O:21][CH3:22])=[C:14]([O:19][CH3:20])[C:15]([O:17][CH3:18])=[CH:16][C:11]=3[CH2:10][CH2:9][C@H:8]([NH:23][C:24](=[O:38])[CH2:25][NH:26][C:27](=[O:37])[CH2:28][NH:29]C(OCCCC)=O)[C:7]=2[CH:39]=1.C(O)(C(F)(F)F)=O. Product: [CH3:1][O:2][C:3]1[CH:4]=[CH:5][C:6]2[C:12]3[C:13]([O:21][CH3:22])=[C:14]([O:19][CH3:20])[C:15]([O:17][CH3:18])=[CH:16][C:11]=3[CH2:10][CH2:9][C@H:8]([NH:23][C:24](=[O:38])[CH2:25][NH:26][C:27](=[O:37])[CH2:28][NH2:29])[C:7]=2[CH:39]=1. The catalyst class is: 4. (3) Reactant: Cl[C:2]1[NH:3][CH:4]=[C:5]([N+:7]([O-:9])=[O:8])[N:6]=1.[CH3:10][C:11]1([CH2:14][N:15]2[CH2:20][CH2:19][N:18]([C:21]3[CH:26]=[CH:25][C:24]([C:27]([F:30])([F:29])[F:28])=[CH:23][CH:22]=3)[CH2:17][CH2:16]2)[CH2:13][O:12]1.C(=O)([O-])O.[Na+]. Product: [F:30][C:27]([F:28])([F:29])[C:24]1[CH:23]=[CH:22][C:21]([N:18]2[CH2:17][CH2:16][N:15]([CH2:14][C:11]3([CH3:10])[O:12][C:2]4=[N:6][C:5]([N+:7]([O-:9])=[O:8])=[CH:4][N:3]4[CH2:13]3)[CH2:20][CH2:19]2)=[CH:26][CH:25]=1. The catalyst class is: 259. (4) Reactant: I[C:2]1[CH:7]=[CH:6][C:5]([N:8]2[CH:13]=[CH:12][CH:11]=[CH:10][C:9]2=[O:14])=[CH:4][C:3]=1[O:15][CH2:16][CH2:17][N:18]1[CH2:23][CH2:22][CH2:21][CH2:20][CH2:19]1.[Cl:24][C:25]1[S:29][C:28]([C:30]([NH:32][CH2:33][C:34]2[N:35]=[CH:36][NH:37][CH:38]=2)=[O:31])=[CH:27][CH:26]=1.OC1C=CC=C2C=1N=CC=C2.C([O-])([O-])=O.[K+].[K+]. Product: [Cl:24][C:25]1[S:29][C:28]([C:30]([NH:32][CH2:33][C:34]2[N:35]=[CH:36][N:37]([C:2]3[CH:7]=[CH:6][C:5]([N:8]4[CH:13]=[CH:12][CH:11]=[CH:10][C:9]4=[O:14])=[CH:4][C:3]=3[O:15][CH2:16][CH2:17][N:18]3[CH2:23][CH2:22][CH2:21][CH2:20][CH2:19]3)[CH:38]=2)=[O:31])=[CH:27][CH:26]=1. The catalyst class is: 156. (5) Reactant: [NH:1]1[C:5]2[CH:6]=[CH:7][CH:8]=[CH:9][C:4]=2[N:3]=[C:2]1[CH2:10][O:11][N:12]=[C:13]1[CH2:18][CH2:17][N:16]([S:19]([C:22]2[CH:27]=[CH:26][C:25]([O:28][C:29]([F:32])([F:31])[F:30])=[CH:24][CH:23]=2)(=[O:21])=[O:20])[CH2:15][CH2:14]1.[H-].[Na+].[C:35]([Si:39]([O:42][CH2:43][CH2:44]Br)([CH3:41])[CH3:40])([CH3:38])([CH3:37])[CH3:36]. Product: [Si:39]([O:42][CH2:43][CH2:44][N:1]1[C:5]2[CH:6]=[CH:7][CH:8]=[CH:9][C:4]=2[N:3]=[C:2]1[CH2:10][O:11][N:12]=[C:13]1[CH2:18][CH2:17][N:16]([S:19]([C:22]2[CH:27]=[CH:26][C:25]([O:28][C:29]([F:30])([F:31])[F:32])=[CH:24][CH:23]=2)(=[O:20])=[O:21])[CH2:15][CH2:14]1)([C:35]([CH3:38])([CH3:37])[CH3:36])([CH3:41])[CH3:40]. The catalyst class is: 9. (6) Reactant: [CH2:1]([C:5]1[N:6]=[C:7]([CH2:27][CH3:28])[NH:8][C:9](=[O:26])[C:10]=1[CH2:11][C:12]1[CH:17]=[CH:16][C:15]([C:18]2[C:19]([C:24]#[N:25])=[CH:20][CH:21]=[CH:22][CH:23]=2)=[CH:14][CH:13]=1)[CH2:2][CH2:3][CH3:4].[C:29]1(B(O)O)[CH:34]=[CH:33][CH:32]=[CH:31][CH:30]=1.N1C=CC=CC=1.C(N(CC)CC)C. The catalyst class is: 651. Product: [CH2:1]([C:5]1[N:6]=[C:7]([CH2:27][CH3:28])[N:8]([C:29]2[CH:34]=[CH:33][CH:32]=[CH:31][CH:30]=2)[C:9](=[O:26])[C:10]=1[CH2:11][C:12]1[CH:17]=[CH:16][C:15]([C:18]2[C:19]([C:24]#[N:25])=[CH:20][CH:21]=[CH:22][CH:23]=2)=[CH:14][CH:13]=1)[CH2:2][CH2:3][CH3:4].